From a dataset of Full USPTO retrosynthesis dataset with 1.9M reactions from patents (1976-2016). Predict the reactants needed to synthesize the given product. (1) Given the product [CH2:1]([O:3][C:4](=[O:19])[CH:5]([O:16][CH2:17][CH3:18])[CH2:6][C:7]1[CH:12]=[CH:11][C:10]([O:13][CH2:32][CH2:31][C:29]2[N:30]=[C:26]([C:20]3[CH:25]=[CH:24][CH:23]=[CH:22][CH:21]=3)[O:27][C:28]=2[CH3:34])=[C:9]([O:14][CH3:15])[CH:8]=1)[CH3:2], predict the reactants needed to synthesize it. The reactants are: [CH2:1]([O:3][C:4](=[O:19])[CH:5]([O:16][CH2:17][CH3:18])[CH2:6][C:7]1[CH:12]=[CH:11][C:10]([OH:13])=[C:9]([O:14][CH3:15])[CH:8]=1)[CH3:2].[C:20]1([C:26]2[O:27][C:28]([CH3:34])=[C:29]([CH2:31][CH2:32]O)[N:30]=2)[CH:25]=[CH:24][CH:23]=[CH:22][CH:21]=1.C1(P(C2C=CC=CC=2)C2C=CC=CC=2)C=CC=CC=1.N(C(OC(C)(C)C)=O)=NC(OC(C)(C)C)=O. (2) Given the product [CH2:1]([N:8]1[C:12]([CH:15]([C:16]2[CH:21]=[CH:20][CH:19]=[CH:18][CH:17]=2)[OH:22])=[N:11][N:10]=[N:9]1)[C:2]1[CH:3]=[CH:4][CH:5]=[CH:6][CH:7]=1, predict the reactants needed to synthesize it. The reactants are: [CH2:1]([N:8]1[CH:12]=[N:11][N:10]=[N:9]1)[C:2]1[CH:7]=[CH:6][CH:5]=[CH:4][CH:3]=1.[OH-].[Na+].[CH:15](=[O:22])[C:16]1[CH:21]=[CH:20][CH:19]=[CH:18][CH:17]=1.